From a dataset of Full USPTO retrosynthesis dataset with 1.9M reactions from patents (1976-2016). Predict the reactants needed to synthesize the given product. (1) The reactants are: Br[C:2]1[CH:7]=[CH:6][C:5]([C:8]2([NH:11][C:12](=[O:22])[O:13][C@H:14]3[CH:19]4[CH2:20][CH2:21][N:16]([CH2:17][CH2:18]4)[CH2:15]3)[CH2:10][CH2:9]2)=[CH:4][CH:3]=1.[F:23][C:24]1[CH:29]=[C:28]([F:30])[CH:27]=[CH:26][C:25]=1B(O)O. Given the product [N:16]12[CH2:21][CH2:20][CH:19]([CH2:18][CH2:17]1)[C@H:14]([O:13][C:12](=[O:22])[NH:11][C:8]1([C:5]3[CH:6]=[CH:7][C:2]([C:27]4[CH:26]=[CH:25][C:24]([F:23])=[CH:29][C:28]=4[F:30])=[CH:3][CH:4]=3)[CH2:10][CH2:9]1)[CH2:15]2, predict the reactants needed to synthesize it. (2) Given the product [Cl:1][C:2]1[CH:7]=[C:6]([C:8]([F:11])([F:10])[F:9])[CH:5]=[C:4]([NH2:12])[C:3]=1[N:27]([CH2:26][CH2:25][CH2:24][N:23]([CH3:29])[CH3:22])[CH3:28], predict the reactants needed to synthesize it. The reactants are: [Cl:1][C:2]1[CH:7]=[C:6]([C:8]([F:11])([F:10])[F:9])[CH:5]=[C:4]([N+:12]([O-])=O)[C:3]=1F.C([O-])([O-])=O.[K+].[K+].[CH3:22][N:23]([CH3:29])[CH2:24][CH2:25][CH2:26][NH:27][CH3:28]. (3) Given the product [F:1][C:2]1[CH:20]=[CH:19][C:5]([C:6]([NH:8][C:9]2[CH:10]=[N:11][N:12]([CH3:18])[C:13]=2[C:14]([NH:22][NH2:23])=[O:15])=[O:7])=[CH:4][CH:3]=1, predict the reactants needed to synthesize it. The reactants are: [F:1][C:2]1[CH:20]=[CH:19][C:5]([C:6]([NH:8][C:9]2[CH:10]=[N:11][N:12]([CH3:18])[C:13]=2[C:14](OC)=[O:15])=[O:7])=[CH:4][CH:3]=1.O.[NH2:22][NH2:23]. (4) The reactants are: [N-]=[N+]=[N-].[Na+].[F:5][C:6]1[C:11]([N:12]=[N:13][N:14]2CCCC2)=[C:10]([F:19])[CH:9]=[CH:8][C:7]=1[CH:20]1[CH2:24][NH:23][C:22](=[O:25])[CH2:21]1. Given the product [N:12]([C:11]1[C:6]([F:5])=[C:7]([CH:20]2[CH2:24][NH:23][C:22](=[O:25])[CH2:21]2)[CH:8]=[CH:9][C:10]=1[F:19])=[N+:13]=[N-:14], predict the reactants needed to synthesize it. (5) The reactants are: OO.O.[OH-].[Li+].[CH2:6]([O:26][C@@H:27]([CH2:43][CH3:44])[C:28](N1[C@@H](C)[C@@H](C2C=CC=CC=2)OC1=O)=[O:29])[CH2:7][CH2:8][CH2:9]/[CH:10]=[CH:11]\[CH2:12]/[CH:13]=[CH:14]\[CH2:15]/[CH:16]=[CH:17]\[CH2:18]/[CH:19]=[CH:20]\[CH2:21]/[CH:22]=[CH:23]\[CH2:24][CH3:25].[O-:45]S([O-])=O.[Na+].[Na+].Cl. Given the product [CH2:6]([O:26][C@@H:27]([CH2:43][CH3:44])[C:28]([OH:29])=[O:45])[CH2:7][CH2:8][CH2:9]/[CH:10]=[CH:11]\[CH2:12]/[CH:13]=[CH:14]\[CH2:15]/[CH:16]=[CH:17]\[CH2:18]/[CH:19]=[CH:20]\[CH2:21]/[CH:22]=[CH:23]\[CH2:24][CH3:25], predict the reactants needed to synthesize it. (6) Given the product [CH3:15][C:16]1([CH3:17])[C:3](=[O:13])[C:11]2[C:6](=[CH:7][CH:8]=[CH:9][CH:10]=2)[C:5]1=[O:12], predict the reactants needed to synthesize it. The reactants are: [F-].[K+].[C:3]1(=[O:13])[C:11]2[C:6](=[CH:7][CH:8]=[CH:9][CH:10]=2)[C:5](=[O:12])C1.I[CH3:15].[C:16](#N)[CH3:17]. (7) Given the product [NH:17]1[C:13]2=[N:14][CH:15]=[CH:16][C:11]([NH:10][C:7]3[CH:8]=[CH:9][C:4]([NH2:1])=[CH:5][CH:6]=3)=[C:12]2[CH:19]=[CH:18]1, predict the reactants needed to synthesize it. The reactants are: [N+:1]([C:4]1[CH:9]=[CH:8][C:7]([NH:10][C:11]2[C:12]3[CH:19]=[CH:18][NH:17][C:13]=3[N:14]=[CH:15][CH:16]=2)=[CH:6][CH:5]=1)([O-])=O.[H][H]. (8) Given the product [F:21][C:22]1[CH:30]=[C:29]2[C:25]([C:26]([C:40]3[CH:41]=[CH:42][C:43]4[O:47][C:46](=[O:48])[N:45]([CH2:49][C:50]([NH2:52])=[O:51])[C:44]=4[CH:53]=3)=[CH:27][NH:28]2)=[CH:24][CH:23]=1, predict the reactants needed to synthesize it. The reactants are: FC1C=C2C(C(I)=CN2S(C2C=CC=CC=2)(=O)=O)=CC=1.[F:21][C:22]1[CH:30]=[C:29]2[C:25]([C:26]([C:40]3[CH:41]=[CH:42][C:43]4[O:47][C:46](=[O:48])[N:45]([CH2:49][C:50]([NH2:52])=[O:51])[C:44]=4[CH:53]=3)=[CH:27][N:28]2S(C2C=CC=CC=2)(=O)=O)=[CH:24][CH:23]=1. (9) Given the product [NH2:18][C:15]1[CH:16]=[CH:17][C:12]([N:8]2[CH2:7][C@H:6]([CH2:5][NH:4][C:1](=[O:3])[CH3:2])[O:10][C:9]2=[O:11])=[CH:13][C:14]=1[F:36], predict the reactants needed to synthesize it. The reactants are: [C:1]([NH:4][CH2:5][CH:6]1[O:10][C:9](=[O:11])[N:8]([C:12]2[CH:17]=[CH:16][C:15]([N:18](CC3C=CC=CC=3)C(=O)OCC3C=CC=CC=3)=[C:14]([F:36])[CH:13]=2)[CH2:7]1)(=[O:3])[CH3:2]. (10) Given the product [NH2:1][C:2]1[N:3]=[C:4]([NH:17][CH:18]2[CH2:23][CH2:22][N:21]([S:33]([CH2:32][CH2:31][C:28]3[CH:27]=[CH:26][N:25]=[CH:30][CH:29]=3)(=[O:34])=[O:35])[CH2:20][CH2:19]2)[S:5][C:6]=1[C:7]([C:9]1[C:14]([F:15])=[CH:13][CH:12]=[CH:11][C:10]=1[F:16])=[O:8], predict the reactants needed to synthesize it. The reactants are: [NH2:1][C:2]1[N:3]=[C:4]([NH:17][CH:18]2[CH2:23][CH2:22][NH:21][CH2:20][CH2:19]2)[S:5][C:6]=1[C:7]([C:9]1[C:14]([F:15])=[CH:13][CH:12]=[CH:11][C:10]=1[F:16])=[O:8].Cl.[N:25]1[CH:30]=[CH:29][C:28]([CH2:31][CH2:32][S:33](Cl)(=[O:35])=[O:34])=[CH:27][CH:26]=1.